From a dataset of Full USPTO retrosynthesis dataset with 1.9M reactions from patents (1976-2016). Predict the reactants needed to synthesize the given product. (1) Given the product [Cl:25][CH2:20][CH:19]([N:16]1[CH2:17][CH2:18][CH:13]([NH:12][C:10](=[O:11])[CH2:9][C:6]2[CH:7]=[CH:8][C:3]([C:1]#[N:2])=[CH:4][CH:5]=2)[CH2:14][CH2:15]1)[CH3:22], predict the reactants needed to synthesize it. The reactants are: [C:1]([C:3]1[CH:8]=[CH:7][C:6]([CH2:9][C:10]([NH:12][CH:13]2[CH2:18][CH2:17][N:16]([CH:19]([CH3:22])[CH2:20]O)[CH2:15][CH2:14]2)=[O:11])=[CH:5][CH:4]=1)#[N:2].S(Cl)([Cl:25])=O. (2) Given the product [F:12][C:10]1[C:9]2[C:4](=[CH:5][C:6]([O:14][CH3:15])=[C:7]([F:13])[CH:8]=2)[N:3]=[C:2]([O:19][CH3:18])[CH:11]=1, predict the reactants needed to synthesize it. The reactants are: F[C:2]1[CH:11]=[C:10]([F:12])[C:9]2[C:4](=[CH:5][C:6]([O:14][CH3:15])=[C:7]([F:13])[CH:8]=2)[N:3]=1.C1C[O:19][CH2:18]C1.C[O-].[Na+]. (3) Given the product [ClH:37].[OH:7][CH2:6][CH:5]([N:8]1[CH2:17][CH2:16][C:15]2[C:10](=[CH:11][CH:12]=[C:13]([C:19]3[S:23][C:22]([C:24]4[CH:25]=[CH:26][C:27]([O:32][CH:33]([CH3:35])[CH3:34])=[C:28]([CH:31]=4)[C:29]#[N:30])=[N:21][N:20]=3)[C:14]=2[CH3:18])[CH2:9]1)[CH2:4][OH:3], predict the reactants needed to synthesize it. The reactants are: CC1(C)[O:7][CH2:6][CH:5]([N:8]2[CH2:17][CH2:16][C:15]3[C:10](=[CH:11][CH:12]=[C:13]([C:19]4[S:23][C:22]([C:24]5[CH:25]=[CH:26][C:27]([O:32][CH:33]([CH3:35])[CH3:34])=[C:28]([CH:31]=5)[C:29]#[N:30])=[N:21][N:20]=4)[C:14]=3[CH3:18])[CH2:9]2)[CH2:4][O:3]1.[ClH:37].